This data is from Full USPTO retrosynthesis dataset with 1.9M reactions from patents (1976-2016). The task is: Predict the reactants needed to synthesize the given product. Given the product [CH3:3][O:4][C:5]1[CH:6]=[C:7]([CH:10]=[CH:11][C:12]=1[O:13][CH2:14][CH2:15][N:16]1[CH2:20][CH2:19][NH:18][C:17]1=[O:21])[CH:8]=[N:1][OH:2], predict the reactants needed to synthesize it. The reactants are: [NH2:1][OH:2].[CH3:3][O:4][C:5]1[CH:6]=[C:7]([CH:10]=[CH:11][C:12]=1[O:13][CH2:14][CH2:15][N:16]1[CH2:20][CH2:19][NH:18][C:17]1=[O:21])[CH:8]=O.